From a dataset of NCI-60 drug combinations with 297,098 pairs across 59 cell lines. Regression. Given two drug SMILES strings and cell line genomic features, predict the synergy score measuring deviation from expected non-interaction effect. (1) Drug 1: CC1=C(C=C(C=C1)NC2=NC=CC(=N2)N(C)C3=CC4=NN(C(=C4C=C3)C)C)S(=O)(=O)N.Cl. Drug 2: CCC1=C2CN3C(=CC4=C(C3=O)COC(=O)C4(CC)O)C2=NC5=C1C=C(C=C5)O. Cell line: LOX IMVI. Synergy scores: CSS=43.5, Synergy_ZIP=3.64, Synergy_Bliss=2.35, Synergy_Loewe=-9.70, Synergy_HSA=3.55. (2) Drug 1: C1=C(C(=O)NC(=O)N1)N(CCCl)CCCl. Drug 2: CS(=O)(=O)CCNCC1=CC=C(O1)C2=CC3=C(C=C2)N=CN=C3NC4=CC(=C(C=C4)OCC5=CC(=CC=C5)F)Cl. Cell line: HCT116. Synergy scores: CSS=17.5, Synergy_ZIP=0.438, Synergy_Bliss=2.77, Synergy_Loewe=0.165, Synergy_HSA=2.16. (3) Drug 1: COC1=CC(=CC(=C1O)OC)C2C3C(COC3=O)C(C4=CC5=C(C=C24)OCO5)OC6C(C(C7C(O6)COC(O7)C8=CC=CS8)O)O. Drug 2: CN1C2=C(C=C(C=C2)N(CCCl)CCCl)N=C1CCCC(=O)O.Cl. Cell line: MDA-MB-435. Synergy scores: CSS=2.31, Synergy_ZIP=-0.338, Synergy_Bliss=1.96, Synergy_Loewe=-9.48, Synergy_HSA=-1.91. (4) Drug 1: C1C(C(OC1N2C=NC(=NC2=O)N)CO)O. Drug 2: C(CN)CNCCSP(=O)(O)O. Cell line: NCI-H226. Synergy scores: CSS=-4.10, Synergy_ZIP=0.977, Synergy_Bliss=-2.69, Synergy_Loewe=-5.83, Synergy_HSA=-5.67. (5) Drug 2: COCCOC1=C(C=C2C(=C1)C(=NC=N2)NC3=CC=CC(=C3)C#C)OCCOC.Cl. Synergy scores: CSS=5.97, Synergy_ZIP=-1.57, Synergy_Bliss=-0.571, Synergy_Loewe=1.46, Synergy_HSA=0.278. Drug 1: C1=CC=C(C(=C1)C(C2=CC=C(C=C2)Cl)C(Cl)Cl)Cl. Cell line: SF-268. (6) Drug 1: C1=C(C(=O)NC(=O)N1)F. Drug 2: CC1C(C(CC(O1)OC2CC(CC3=C2C(=C4C(=C3O)C(=O)C5=CC=CC=C5C4=O)O)(C(=O)C)O)N)O. Cell line: ACHN. Synergy scores: CSS=66.8, Synergy_ZIP=-5.07, Synergy_Bliss=-8.90, Synergy_Loewe=-6.44, Synergy_HSA=-3.09. (7) Drug 1: CN(C)N=NC1=C(NC=N1)C(=O)N. Drug 2: CC(C)NC(=O)C1=CC=C(C=C1)CNNC.Cl. Cell line: OVCAR3. Synergy scores: CSS=5.69, Synergy_ZIP=-1.82, Synergy_Bliss=3.02, Synergy_Loewe=0.754, Synergy_HSA=1.90.